The task is: Predict the product of the given reaction.. This data is from Forward reaction prediction with 1.9M reactions from USPTO patents (1976-2016). (1) Given the reactants [OH-].[K+].[SH:3][CH2:4][C:5]([OH:7])=[O:6].Cl[C:9]1[C:16]([Cl:17])=[CH:15][CH:14]=[CH:13][C:10]=1[CH:11]=O, predict the reaction product. The product is: [Cl:17][C:16]1[C:9]2[S:3][C:4]([C:5]([OH:7])=[O:6])=[CH:11][C:10]=2[CH:13]=[CH:14][CH:15]=1. (2) Given the reactants [CH2:1]([O:8][C:9]([N:11]1[CH2:16][CH2:15][C@H:14]([CH2:17][NH2:18])[C@H:13](O)[CH2:12]1)=[O:10])[C:2]1[CH:7]=[CH:6][CH:5]=[CH:4][CH:3]=1.[Cl:20][C:21]1[CH:22]=[N:23][CH:24]=[CH:25][CH:26]=1, predict the reaction product. The product is: [CH2:1]([O:8][C:9]([N:11]1[CH2:16][CH2:15][CH:14]([CH2:17][NH:18][C:22]2[C:21]([Cl:20])=[CH:26][CH:25]=[CH:24][N:23]=2)[CH2:13][CH2:12]1)=[O:10])[C:2]1[CH:7]=[CH:6][CH:5]=[CH:4][CH:3]=1. (3) Given the reactants ClC(Cl)(Cl)[C:3]([NH:5][C:6]1[CH:14]=[CH:13][C:12]([CH3:15])=[C:11]2[C:7]=1[CH:8]=[N:9][NH:10]2)=[O:4].[C:18]([C:22]1[CH:29]=[CH:28][C:25]([CH2:26][NH2:27])=[CH:24][CH:23]=1)([CH3:21])([CH3:20])[CH3:19].N12CCCN=C1CCCCC2, predict the reaction product. The product is: [C:18]([C:22]1[CH:23]=[CH:24][C:25]([CH2:26][NH:27][C:3]([NH:5][C:6]2[CH:14]=[CH:13][C:12]([CH3:15])=[C:11]3[C:7]=2[CH:8]=[N:9][NH:10]3)=[O:4])=[CH:28][CH:29]=1)([CH3:21])([CH3:19])[CH3:20]. (4) Given the reactants [F:1][C:2]1[CH:7]=[CH:6][CH:5]=[CH:4][C:3]=1[C:8]1[CH:16]=[CH:15][CH:14]=[C:13]2[C:9]=1[CH2:10][C:11](=[O:17])[NH:12]2.[N:18]1([CH2:23][CH2:24][NH:25][C:26]([C:28]2[CH:32]=[C:31]([CH3:33])[NH:30][C:29]=2[CH:34]=O)=[O:27])[CH2:22][CH2:21][CH2:20][CH2:19]1, predict the reaction product. The product is: [N:18]1([CH2:23][CH2:24][NH:25][C:26]([C:28]2[CH:32]=[C:31]([CH3:33])[NH:30][C:29]=2[CH:34]=[C:10]2[C:9]3[C:13](=[CH:14][CH:15]=[CH:16][C:8]=3[C:3]3[CH:4]=[CH:5][CH:6]=[CH:7][C:2]=3[F:1])[NH:12][C:11]2=[O:17])=[O:27])[CH2:22][CH2:21][CH2:20][CH2:19]1. (5) Given the reactants [F:1][C:2]1[CH:11]=[C:10]([NH:12][S:13]([C:16]2[CH:21]=[CH:20][C:19]([C:22]3[CH:23]=[N:24][C:25]([CH2:28][O:29][CH3:30])=[N:26][CH:27]=3)=[CH:18][CH:17]=2)(=[O:15])=[O:14])[C:9]([F:31])=[CH:8][C:3]=1[C:4]([O:6]C)=[O:5].[OH-].[Li+].Cl, predict the reaction product. The product is: [F:1][C:2]1[CH:11]=[C:10]([NH:12][S:13]([C:16]2[CH:21]=[CH:20][C:19]([C:22]3[CH:27]=[N:26][C:25]([CH2:28][O:29][CH3:30])=[N:24][CH:23]=3)=[CH:18][CH:17]=2)(=[O:15])=[O:14])[C:9]([F:31])=[CH:8][C:3]=1[C:4]([OH:6])=[O:5]. (6) Given the reactants Br[C:2]1[S:6][C:5]([C:7]2[CH:8]=[CH:9][C:10]([O:15][CH:16]([CH3:18])[CH3:17])=[C:11]([CH:14]=2)[C:12]#[N:13])=[N:4][CH:3]=1.[Cl:19][C:20]1[C:25]([CH2:26][CH3:27])=[C:24](B(O)O)[CH:23]=[CH:22][N:21]=1.C([O-])([O-])=O.[Cs+].[Cs+].O, predict the reaction product. The product is: [Cl:19][C:20]1[C:25]([CH2:26][CH3:27])=[C:24]([C:2]2[S:6][C:5]([C:7]3[CH:8]=[CH:9][C:10]([O:15][CH:16]([CH3:18])[CH3:17])=[C:11]([CH:14]=3)[C:12]#[N:13])=[N:4][CH:3]=2)[CH:23]=[CH:22][N:21]=1. (7) Given the reactants [Br:1][C:2]1[CH:3]=[C:4]2[C:9](=[CH:10][CH:11]=1)[NH:8][C:7](=[S:12])[N:6]([C:13]1[CH:18]=[CH:17][CH:16]=[CH:15][C:14]=1[Br:19])[C:5]2=[O:20].[C:21]([O-])([O-])=O.[K+].[K+].CI, predict the reaction product. The product is: [Br:1][C:2]1[CH:3]=[C:4]2[C:9](=[CH:10][CH:11]=1)[N:8]=[C:7]([S:12][CH3:21])[N:6]([C:13]1[CH:18]=[CH:17][CH:16]=[CH:15][C:14]=1[Br:19])[C:5]2=[O:20].